From a dataset of Reaction yield outcomes from USPTO patents with 853,638 reactions. Predict the reaction yield, written as a fraction of the theoretical maximum amount of product (1.0 means a 100% yield; for example, 0.34 means a 34% yield). (1) The reactants are [Br:1]N1C(=O)CCC1=O.[Cl:9][C:10]1[C:11]([CH3:18])=[CH:12][C:13]([O:16][CH3:17])=[N:14][CH:15]=1.S([O-])([O-])(=O)=S.[Na+].[Na+]. The catalyst is CN(C)C=O. The product is [Br:1][C:12]1[C:13]([O:16][CH3:17])=[N:14][CH:15]=[C:10]([Cl:9])[C:11]=1[CH3:18]. The yield is 0.970. (2) The reactants are [C:1]1([CH:7]([C:22]2[CH:27]=[CH:26][CH:25]=[CH:24][CH:23]=2)[N:8]2[CH2:11][C:10]([NH:14][CH2:15][C:16]3[CH:21]=[CH:20][CH:19]=[CH:18][CH:17]=3)([C:12]#N)[CH2:9]2)[CH:6]=[CH:5][CH:4]=[CH:3][CH:2]=1.[OH-:28].[Na+].[OH2:30].Cl. The catalyst is C(O)C. The product is [C:1]1([CH:7]([C:22]2[CH:27]=[CH:26][CH:25]=[CH:24][CH:23]=2)[N:8]2[CH2:11][C:10]([NH:14][CH2:15][C:16]3[CH:21]=[CH:20][CH:19]=[CH:18][CH:17]=3)([C:12]([OH:30])=[O:28])[CH2:9]2)[CH:6]=[CH:5][CH:4]=[CH:3][CH:2]=1. The yield is 0.880. (3) The reactants are [H-].[Na+].[Cl:3][C:4]1[CH:5]=[C:6]([S:11]([N:14]2[CH2:18][CH2:17][CH2:16][CH:15]2[C:19]([NH:21][C:22]2[CH:27]=[CH:26][CH:25]=[CH:24][CH:23]=2)=[O:20])(=[O:13])=[O:12])[CH:7]=[CH:8][C:9]=1[CH3:10].Cl[CH2:29][N:30]1[C:34]2[CH:35]=[CH:36][CH:37]=[CH:38][C:33]=2[N:32]=[N:31]1. The catalyst is CN(C=O)C. The product is [N:30]1([CH2:29][N:21]([C:22]2[CH:27]=[CH:26][CH:25]=[CH:24][CH:23]=2)[C:19]([CH:15]2[CH2:16][CH2:17][CH2:18][N:14]2[S:11]([C:6]2[CH:7]=[CH:8][C:9]([CH3:10])=[C:4]([Cl:3])[CH:5]=2)(=[O:13])=[O:12])=[O:20])[C:34]2[CH:35]=[CH:36][CH:37]=[CH:38][C:33]=2[N:32]=[N:31]1. The yield is 0.460.